Dataset: Reaction yield outcomes from USPTO patents with 853,638 reactions. Task: Predict the reaction yield, written as a fraction of the theoretical maximum amount of product (1.0 means a 100% yield; for example, 0.34 means a 34% yield). The reactants are [C:1]([O:5][C:6]([CH3:9])(C)C)(=[O:4])NN.C(N(CC)CC)C.Cl.C(O[NH:21][CH2:22][C:23]1[CH:24]=[C:25]2[C:29](=[CH:30][CH:31]=1)[NH:28][N:27]=[C:26]2[C:32]1[CH:37]=[CH:36][C:35]([F:38])=[CH:34][CH:33]=1)C.[NH2:39][NH:40][C:41]([CH2:43][CH2:44]C([O-])=O)=O. The catalyst is C(O)C.ClCCl. The product is [F:38][C:35]1[CH:36]=[CH:37][C:32]([C:26]2[C:25]3[C:29](=[CH:30][CH:31]=[C:23]([C:22]4[NH:21][C:41]([CH2:43][CH2:44][C:1]([O:5][CH2:6][CH3:9])=[O:4])=[N:40][N:39]=4)[CH:24]=3)[NH:28][N:27]=2)=[CH:33][CH:34]=1. The yield is 0.160.